This data is from Full USPTO retrosynthesis dataset with 1.9M reactions from patents (1976-2016). The task is: Predict the reactants needed to synthesize the given product. (1) Given the product [Cl:5][C:6]1[CH:11]=[CH:10][C:9]([CH2:12][C:13]([C:19]2[CH:20]=[CH:21][C:22]([F:23])=[C:17]([F:16])[C:18]=2[OH:24])=[O:14])=[CH:8][CH:7]=1, predict the reactants needed to synthesize it. The reactants are: [Cl-].[Al+3].[Cl-].[Cl-].[Cl:5][C:6]1[CH:11]=[CH:10][C:9]([CH2:12][C:13](Cl)=[O:14])=[CH:8][CH:7]=1.[F:16][C:17]1[C:22]([F:23])=[CH:21][CH:20]=[CH:19][C:18]=1[OH:24]. (2) Given the product [NH2:1][C:2]1[CH:7]=[CH:6][CH:5]=[CH:4][C:3]=1/[C:8](=[N:18]/[OH:19])/[CH3:10], predict the reactants needed to synthesize it. The reactants are: [NH2:1][C:2]1[CH:7]=[CH:6][CH:5]=[CH:4][C:3]=1[C:8]([C:10]1C=CC=CC=1N)=O.Cl.[NH2:18][OH:19]. (3) Given the product [N:7]1([C:13]2[CH:14]=[C:15]3[N:21]=[CH:20][N:19]([CH2:22][C:23]4[CH:39]=[CH:38][C:26]5[N:27]=[C:28]([NH:30][C@@H:31]6[CH2:36][CH2:35][CH2:34][CH2:33][C@H:32]6[OH:37])[S:29][C:25]=5[CH:24]=4)[C:16]3=[N:17][CH:18]=2)[CH:11]=[CH:10][CH:9]=[N:8]1, predict the reactants needed to synthesize it. The reactants are: C([O-])([O-])=O.[K+].[K+].[NH:7]1[CH:11]=[CH:10][CH:9]=[N:8]1.I[C:13]1[CH:14]=[C:15]2[N:21]=[CH:20][N:19]([CH2:22][C:23]3[CH:39]=[CH:38][C:26]4[N:27]=[C:28]([NH:30][C@@H:31]5[CH2:36][CH2:35][CH2:34][CH2:33][C@H:32]5[OH:37])[S:29][C:25]=4[CH:24]=3)[C:16]2=[N:17][CH:18]=1.CN[C@@H]1CCCC[C@H]1NC.